From a dataset of Forward reaction prediction with 1.9M reactions from USPTO patents (1976-2016). Predict the product of the given reaction. (1) Given the reactants C([O:3][C:4]([C:6]1[CH:10]=[C:9]([Br:11])[N:8]([C:12]2[CH:17]=[CH:16][CH:15]=[CH:14][CH:13]=2)[C:7]=1[CH2:18][N:19](C(OC(C)(C)C)=O)[CH2:20][C:21]([O:23][CH2:24][CH3:25])=[O:22])=O)C.CC(C)([O-])C.[K+].C(OC(C1N(C(OC(C)(C)C)=O)CC2N(C3C=CC=CC=3)C(Br)=CC=2C1=O)=O)C.FC(F)(F)C(O)=O, predict the reaction product. The product is: [CH2:24]([O:23][C:21]([C:20]1[C:4]([OH:3])=[C:6]2[CH:10]=[C:9]([Br:11])[N:8]([C:12]3[CH:17]=[CH:16][CH:15]=[CH:14][CH:13]=3)[C:7]2=[CH:18][N:19]=1)=[O:22])[CH3:25]. (2) Given the reactants Br[C:2]1[N:7]=[C:6]([CH:8]([CH2:11][CH2:12][OH:13])[C:9]#[N:10])[CH:5]=[CH:4][CH:3]=1.[NH2:14][C:15]1[S:16][C:17]([C:23]2[CH:28]=[CH:27][C:26]([C:29]([OH:32])([CH3:31])[CH3:30])=[CH:25][C:24]=2[F:33])=[CH:18][C:19]=1[C:20]([NH2:22])=[O:21], predict the reaction product. The product is: [C:9]([CH:8]([C:6]1[N:7]=[C:2]([NH:14][C:15]2[S:16][C:17]([C:23]3[CH:28]=[CH:27][C:26]([C:29]([OH:32])([CH3:30])[CH3:31])=[CH:25][C:24]=3[F:33])=[CH:18][C:19]=2[C:20]([NH2:22])=[O:21])[CH:3]=[CH:4][CH:5]=1)[CH2:11][CH2:12][OH:13])#[N:10]. (3) Given the reactants [Cl:1][C:2]1[CH:3]=[C:4]([CH:8]=[C:9]([Cl:14])[C:10]=1[O:11][CH2:12][CH3:13])[C:5]([OH:7])=O.[NH2:15][C:16]1[CH:25]=[CH:24][C:19]([C:20]([O:22][CH3:23])=[O:21])=[C:18]([Cl:26])[CH:17]=1, predict the reaction product. The product is: [Cl:14][C:9]1[CH:8]=[C:4]([CH:3]=[C:2]([Cl:1])[C:10]=1[O:11][CH2:12][CH3:13])[C:5]([NH:15][C:16]1[CH:25]=[CH:24][C:19]([C:20]([O:22][CH3:23])=[O:21])=[C:18]([Cl:26])[CH:17]=1)=[O:7]. (4) Given the reactants [Br-:1].[C:2]1([C:7](=[O:16])[CH2:8][N+:9]2[CH:14]=[CH:13][CH:12]=[CH:11][C:10]=2[CH3:15])[CH2:6][CH2:5][CH2:4][CH:3]=1, predict the reaction product. The product is: [Br-:1].[CH:2]1([C:7](=[O:16])[CH2:8][N+:9]2[CH:14]=[CH:13][CH:12]=[CH:11][C:10]=2[CH3:15])[CH2:6][CH2:5][CH2:4][CH2:3]1. (5) Given the reactants [I:1][C:2]1[C:3]([CH3:14])=[CH:4][CH:5]=[C:6]2[C:11]=1[N:10]=[C:9]([CH3:12])[NH:8][C:7]2=O.P(Cl)(Cl)([Cl:17])=O, predict the reaction product. The product is: [Cl:17][C:7]1[C:6]2[C:11](=[C:2]([I:1])[C:3]([CH3:14])=[CH:4][CH:5]=2)[N:10]=[C:9]([CH3:12])[N:8]=1. (6) Given the reactants [CH2:1]([C:3]1[C:11]2[C:10](=[O:12])[CH2:9][C:8]([CH3:14])([CH3:13])[CH2:7][C:6]=2[N:5]([C:15]2[CH:22]=[C:21]([NH:23][CH:24]3[CH2:28][CH2:27][O:26][CH2:25]3)[C:18]([C:19]#[N:20])=[C:17]([F:29])[CH:16]=2)[CH:4]=1)[CH3:2].[OH-:30].[Na+].OO.[NH4+].[Cl-], predict the reaction product. The product is: [CH2:1]([C:3]1[C:11]2[C:10](=[O:12])[CH2:9][C:8]([CH3:14])([CH3:13])[CH2:7][C:6]=2[N:5]([C:15]2[CH:22]=[C:21]([NH:23][C@H:24]3[CH2:28][CH2:27][O:26][CH2:25]3)[C:18]([C:19]([NH2:20])=[O:30])=[C:17]([F:29])[CH:16]=2)[CH:4]=1)[CH3:2]. (7) Given the reactants [N:1]1([C:6]2[CH:11]=[C:10]([NH:12][CH:13]3[CH2:18][CH2:17][O:16][CH2:15][CH2:14]3)[N:9]3[N:19]=[C:20]([C:22]([OH:24])=O)[CH:21]=[C:8]3[N:7]=2)[CH2:5][CH2:4][CH2:3][CH2:2]1.Cl.C(N=C=NCCCN(C)C)C.Cl.[CH3:38][NH:39][O:40][CH3:41].C(N(CC)CC)C.C(=O)(O)[O-].[Na+], predict the reaction product. The product is: [CH3:41][O:40][N:39]([CH3:38])[C:22]([C:20]1[CH:21]=[C:8]2[N:7]=[C:6]([N:1]3[CH2:2][CH2:3][CH2:4][CH2:5]3)[CH:11]=[C:10]([NH:12][CH:13]3[CH2:14][CH2:15][O:16][CH2:17][CH2:18]3)[N:9]2[N:19]=1)=[O:24].